From a dataset of Full USPTO retrosynthesis dataset with 1.9M reactions from patents (1976-2016). Predict the reactants needed to synthesize the given product. (1) Given the product [NH2:18][C:11]1[CH:12]=[C:13]([O:16][CH3:17])[CH:14]=[CH:15][C:10]=1[NH:9][C:7](=[O:8])[C:6]([NH:5][CH2:1][CH2:2][CH2:3][CH3:4])=[O:21], predict the reactants needed to synthesize it. The reactants are: [CH2:1]([NH:5][C:6](=[O:21])[C:7]([NH:9][C:10]1[CH:15]=[CH:14][C:13]([O:16][CH3:17])=[CH:12][C:11]=1[N+:18]([O-])=O)=[O:8])[CH2:2][CH2:3][CH3:4]. (2) The reactants are: [NH2:1][C:2]1[CH:10]=[CH:9][CH:8]=[C:7]2[C:3]=1[CH:4]=[C:5]([CH3:17])[N:6]2[CH2:11][C:12]([O:14][CH2:15][CH3:16])=[O:13].[C:18](OC(=O)C)(=[O:20])[CH3:19].O. Given the product [C:18]([NH:1][C:2]1[CH:10]=[CH:9][CH:8]=[C:7]2[C:3]=1[CH:4]=[C:5]([CH3:17])[N:6]2[CH2:11][C:12]([O:14][CH2:15][CH3:16])=[O:13])(=[O:20])[CH3:19], predict the reactants needed to synthesize it. (3) Given the product [CH3:20][O:19][C:16]1[CH:17]=[CH:18][C:13]([C:11](=[O:12])[CH2:10][N:9]2[C:21]([C:22]([O:24][CH2:25][CH3:26])=[O:23])=[CH:27][C:28](=[O:30])[NH:8]2)=[CH:14][CH:15]=1, predict the reactants needed to synthesize it. The reactants are: C(OC([NH:8][N:9]([C:21](=[CH:27][C:28]([O:30]CC)=O)[C:22]([O:24][CH2:25][CH3:26])=[O:23])[CH2:10][C:11]([C:13]1[CH:18]=[CH:17][C:16]([O:19][CH3:20])=[CH:15][CH:14]=1)=[O:12])=O)(C)(C)C.